Predict which catalyst facilitates the given reaction. From a dataset of Catalyst prediction with 721,799 reactions and 888 catalyst types from USPTO. (1) Reactant: [C:1]([N:9]=[C:10]=[S:11])(=[O:8])[C:2]1[CH:7]=[CH:6][CH:5]=[CH:4][CH:3]=1.[NH2:12][C@@:13]1([C:25]2[CH:30]=[CH:29][C:28]([F:31])=[CH:27][C:26]=2[F:32])[CH2:18][O:17][C@@H:16]([CH2:19][CH:20]2[CH2:22][CH2:21]2)[CH2:15][C@H:14]1[CH2:23][OH:24]. Product: [CH:20]1([CH2:19][C@@H:16]2[O:17][CH2:18][C@@:13]([NH:12][C:10]([NH:9][C:1](=[O:8])[C:2]3[CH:7]=[CH:6][CH:5]=[CH:4][CH:3]=3)=[S:11])([C:25]3[CH:30]=[CH:29][C:28]([F:31])=[CH:27][C:26]=3[F:32])[C@H:14]([CH2:23][OH:24])[CH2:15]2)[CH2:21][CH2:22]1. The catalyst class is: 4. (2) Reactant: C([NH:8][CH:9]1[CH2:14][CH2:13][CH:12]([CH2:15][NH:16][C:17]2[CH:22]=[CH:21][CH:20]=[CH:19][CH:18]=2)[CH2:11][CH:10]1[CH3:23])C1C=CC=CC=1.C([O-])=O.[NH4+]. Product: [NH2:8][CH:9]1[CH2:14][CH2:13][CH:12]([CH2:15][NH:16][C:17]2[CH:22]=[CH:21][CH:20]=[CH:19][CH:18]=2)[CH2:11][CH:10]1[CH3:23]. The catalyst class is: 50.